Dataset: Reaction yield outcomes from USPTO patents with 853,638 reactions. Task: Predict the reaction yield, written as a fraction of the theoretical maximum amount of product (1.0 means a 100% yield; for example, 0.34 means a 34% yield). The reactants are [C:1]([O:5][C:6]([NH:8][C@@H:9]([CH2:13][OH:14])[C:10]([OH:12])=[O:11])=[O:7])([CH3:4])([CH3:3])[CH3:2].[H-].[Na+].F[C:18]1[CH:23]=[C:22]([CH3:24])[CH:21]=[CH:20][C:19]=1[N+:25]([O-:27])=[O:26]. The product is [C:1]([O:5][C:6]([NH:8][C@@H:9]([CH2:13][O:14][C:18]1[CH:23]=[C:22]([CH3:24])[CH:21]=[CH:20][C:19]=1[N+:25]([O-:27])=[O:26])[C:10]([OH:12])=[O:11])=[O:7])([CH3:4])([CH3:3])[CH3:2]. The yield is 0.830. The catalyst is CN(C=O)C.OS([O-])(=O)=O.[K+].